Dataset: Reaction yield outcomes from USPTO patents with 853,638 reactions. Task: Predict the reaction yield, written as a fraction of the theoretical maximum amount of product (1.0 means a 100% yield; for example, 0.34 means a 34% yield). (1) The reactants are [H-].[Na+].[OH:3][CH2:4][C:5]([C:8]1[CH:12]=[C:11]([NH:13][C:14](=[O:27])[C:15]([CH3:26])([S:17]([CH2:20][CH2:21][C:22]([F:25])([F:24])[F:23])(=[O:19])=[O:18])[CH3:16])[O:10][N:9]=1)([CH3:7])[CH3:6].Br[CH2:29][CH2:30][O:31][CH3:32]. The product is [CH3:32][O:31][CH2:30][CH2:29][O:3][CH2:4][C:5]([C:8]1[CH:12]=[C:11]([NH:13][C:14](=[O:27])[C:15]([CH3:16])([S:17]([CH2:20][CH2:21][C:22]([F:25])([F:24])[F:23])(=[O:19])=[O:18])[CH3:26])[O:10][N:9]=1)([CH3:7])[CH3:6]. The catalyst is C1COCC1.O. The yield is 0.140. (2) The reactants are [N+:1]([C:4]1[CH:10]=[CH:9][CH:8]=[CH:7][C:5]=1[NH2:6])([O-])=O.C([N:14]1[C:22]2[C:17](=[CH:18][C:19]([C:23](Cl)=O)=[CH:20][CH:21]=2)[C:16]([C:26]2[CH:31]=[CH:30][C:29]([F:32])=[CH:28][CH:27]=2)=[N:15]1)(=O)C.O. The catalyst is N1C=CC=CC=1. The product is [N:6]1[C:5]2[CH:7]=[CH:8][CH:9]=[CH:10][C:4]=2[NH:1][C:23]=1[C:19]1[CH:18]=[C:17]2[C:22](=[CH:21][CH:20]=1)[NH:14][N:15]=[C:16]2[C:26]1[CH:31]=[CH:30][C:29]([F:32])=[CH:28][CH:27]=1. The yield is 0.170. (3) The reactants are Cl[O-].[Na+].[Br-].[Na+].[OH-].[Na+].[Cl:8][C:9]1[C:10]([F:21])=[C:11]([CH:14]=[C:15]([C:17]([F:20])([F:19])[F:18])[CH:16]=1)[CH:12]=[O:13].S([O-])([O-])=[O:23].[Na+].[Na+].Cl. The catalyst is O.C1CCCCC1. The product is [Cl:8][C:9]1[C:10]([F:21])=[C:11]([CH:14]=[C:15]([C:17]([F:19])([F:20])[F:18])[CH:16]=1)[C:12]([OH:23])=[O:13]. The yield is 0.696. (4) The reactants are [F:1][C:2]1[CH:3]=[C:4](I)[CH:5]=[C:6]2[C:11]=1[N:10]([CH2:12][CH2:13][O:14][Si:15]([C:18]([CH3:21])([CH3:20])[CH3:19])([CH3:17])[CH3:16])[CH:9]=[C:8]([C:22]([O:24][CH2:25][CH3:26])=[O:23])[C:7]2=[O:27].[Cl-].[Cl:30][C:31]1[C:38]([Cl:39])=[CH:37][CH:36]=[CH:35][C:32]=1[CH2:33][Zn+].[Cl-].[NH4+].C(OCC)(=O)C. The catalyst is C1COCC1.C1C=CC(/C=C/C(/C=C/C2C=CC=CC=2)=O)=CC=1.C1C=CC(/C=C/C(/C=C/C2C=CC=CC=2)=O)=CC=1.[Pd].O1C=CC=C1P(C1OC=CC=1)C1OC=CC=1.C(Cl)(Cl)Cl. The product is [Cl:30][C:31]1[C:38]([Cl:39])=[CH:37][CH:36]=[CH:35][C:32]=1[CH2:33][C:4]1[CH:5]=[C:6]2[C:11](=[C:2]([F:1])[CH:3]=1)[N:10]([CH2:12][CH2:13][O:14][Si:15]([C:18]([CH3:21])([CH3:20])[CH3:19])([CH3:17])[CH3:16])[CH:9]=[C:8]([C:22]([O:24][CH2:25][CH3:26])=[O:23])[C:7]2=[O:27]. The yield is 0.530. (5) The reactants are [CH:1]12[NH:8][CH:5]([CH2:6][CH2:7]1)[CH2:4][CH:3]([OH:9])[CH2:2]2.[C:10]1([S:16]([N:19]2[C:27]3[C:22](=[CH:23][C:24]([NH:28][C:29]4[C:38]5[C:33](=[CH:34][CH:35]=[C:36]([C:39]6[CH:46]=[CH:45][C:42]([CH:43]=O)=[CH:41][CH:40]=6)[CH:37]=5)[N:32]=[CH:31][N:30]=4)=[CH:25][CH:26]=3)[CH:21]=[CH:20]2)(=[O:18])=[O:17])[CH:15]=[CH:14][CH:13]=[CH:12][CH:11]=1.[BH3-]C#N.[Na+].[OH-].[Na+]. The catalyst is C(Cl)Cl.CC(O)=O.CO.C(Cl)(Cl)Cl. The product is [C:10]1([S:16]([N:19]2[C:27]3[C:22](=[CH:23][C:24]([NH:28][C:29]4[C:38]5[C:33](=[CH:34][CH:35]=[C:36]([C:39]6[CH:40]=[CH:41][C:42]([CH2:43][N:8]7[CH:5]8[CH2:6][CH2:7][CH:1]7[CH2:2][CH:3]([OH:9])[CH2:4]8)=[CH:45][CH:46]=6)[CH:37]=5)[N:32]=[CH:31][N:30]=4)=[CH:25][CH:26]=3)[CH:21]=[CH:20]2)(=[O:17])=[O:18])[CH:15]=[CH:14][CH:13]=[CH:12][CH:11]=1. The yield is 0.360. (6) The reactants are [F:1][C:2]1[CH:7]=[CH:6][C:5]([C:8]2[N:9]=[C:10]([CH2:13][CH3:14])[NH:11][CH:12]=2)=[CH:4][C:3]=1[CH3:15].[Br:16]N1C(=O)CCC1=O. The catalyst is C(#N)C. The product is [Br:16][C:12]1[NH:11][C:10]([CH2:13][CH3:14])=[N:9][C:8]=1[C:5]1[CH:6]=[CH:7][C:2]([F:1])=[C:3]([CH3:15])[CH:4]=1. The yield is 0.260. (7) The catalyst is O1CCOCC1.C1C=CC(P([C]2[CH][CH][CH][CH]2)C2C=CC=CC=2)=CC=1.C1C=CC(P([C]2[CH][CH][CH][CH]2)C2C=CC=CC=2)=CC=1.Cl[Pd]Cl.[Fe].C1(P(C2C=CC=CC=2)[C-]2C=CC=C2)C=CC=CC=1.[C-]1(P(C2C=CC=CC=2)C2C=CC=CC=2)C=CC=C1.[Fe+2]. The yield is 0.380. The product is [C:19]([O:18][C:16]([N:4]1[CH2:5][CH:6]=[C:7]([B:24]2[O:28][C:27]([CH3:30])([CH3:29])[C:26]([CH3:32])([CH3:31])[O:25]2)[C:2]([CH3:23])([CH3:1])[CH2:3]1)=[O:17])([CH3:22])([CH3:21])[CH3:20]. The reactants are [CH3:1][C:2]1([CH3:23])[C:7](OS(C(F)(F)F)(=O)=O)=[CH:6][CH2:5][N:4]([C:16]([O:18][C:19]([CH3:22])([CH3:21])[CH3:20])=[O:17])[CH2:3]1.[B:24]1([B:24]2[O:28][C:27]([CH3:30])([CH3:29])[C:26]([CH3:32])([CH3:31])[O:25]2)[O:28][C:27]([CH3:30])([CH3:29])[C:26]([CH3:32])([CH3:31])[O:25]1.ClCCl.C([O-])(=O)C.[K+].